The task is: Predict the reactants needed to synthesize the given product.. This data is from Full USPTO retrosynthesis dataset with 1.9M reactions from patents (1976-2016). (1) Given the product [CH3:1][C:2]1[CH:6]=[C:5]([B:20]2[O:21][CH2:10][CH2:9][CH2:8][O:19]2)[S:4][CH:3]=1, predict the reactants needed to synthesize it. The reactants are: [CH3:1][C:2]1[CH:6]=[CH:5][S:4][CH:3]=1.[Li][CH2:8][CH2:9][CH2:10]C.CCCCCC.C[O:19][B:20](OC)[O:21]C.C(O)CCO. (2) Given the product [CH3:1][O:2][C:3]1[CH:4]=[C:5]([CH:21]=[CH:22][C:23]=1[O:24][CH2:25][C:26]1[N:27]=[C:28]([C:32]2[CH:37]=[CH:36][CH:35]=[CH:34][CH:33]=2)[O:29][C:30]=1[CH3:31])[CH2:6][O:7][C:8]1[C:12](/[CH:13]=[CH:46]/[C:47]([O:49][CH2:50][CH3:51])=[O:48])=[CH:11][N:10]([C:15]2[CH:16]=[CH:17][CH:18]=[CH:19][CH:20]=2)[N:9]=1, predict the reactants needed to synthesize it. The reactants are: [CH3:1][O:2][C:3]1[CH:4]=[C:5]([CH:21]=[CH:22][C:23]=1[O:24][CH2:25][C:26]1[N:27]=[C:28]([C:32]2[CH:37]=[CH:36][CH:35]=[CH:34][CH:33]=2)[O:29][C:30]=1[CH3:31])[CH2:6][O:7][C:8]1[C:12]([CH:13]=O)=[CH:11][N:10]([C:15]2[CH:20]=[CH:19][CH:18]=[CH:17][CH:16]=2)[N:9]=1.C(OP([CH2:46][C:47]([O:49][CH2:50][CH3:51])=[O:48])(OCC)=O)C.CN(C)C=O.[H-].[Na+]. (3) Given the product [CH3:37][O:36][C:27]1[CH:28]=[CH:29][C:30]2[C:31](=[O:35])[CH2:32][O:33][C:34]=2[C:26]=1/[CH:9]=[CH:10]/[CH:11]1[CH2:12][CH2:13][N:14]([C:17]([O:19][C:20]([CH3:21])([CH3:22])[CH3:23])=[O:18])[CH2:15][CH2:16]1, predict the reactants needed to synthesize it. The reactants are: CC1(C)C(C)(C)OB(/[CH:9]=[CH:10]/[CH:11]2[CH2:16][CH2:15][N:14]([C:17]([O:19][C:20]([CH3:23])([CH3:22])[CH3:21])=[O:18])[CH2:13][CH2:12]2)O1.I[C:26]1[C:34]2[O:33][CH2:32][C:31](=[O:35])[C:30]=2[CH:29]=[CH:28][C:27]=1[O:36][CH3:37].C(=O)([O-])[O-].[Na+].[Na+].O. (4) The reactants are: [Br:1][C:2]1[CH:7]=[CH:6][C:5]([CH2:8][OH:9])=[C:4]([CH3:10])[CH:3]=1.C(N(CC)CC)C.Cl[Si:19]([CH3:22])([CH3:21])[CH3:20].O. Given the product [Br:1][C:2]1[CH:7]=[CH:6][C:5]([CH2:8][O:9][Si:19]([CH3:22])([CH3:21])[CH3:20])=[C:4]([CH3:10])[CH:3]=1, predict the reactants needed to synthesize it. (5) Given the product [CH3:26][N:27]1[CH2:32][CH2:31][N:30]([CH:15]=[O:16])[CH2:29][CH2:28]1, predict the reactants needed to synthesize it. The reactants are: ClC1N=C(N2CCOCC2)C2SC(C3C=CC([C:15](O)=[O:16])=CC=3)=CC=2N=1.[CH3:26][N:27]1[CH2:32][CH2:31][NH:30][CH2:29][CH2:28]1.